Dataset: Peptide-MHC class I binding affinity with 185,985 pairs from IEDB/IMGT. Task: Regression. Given a peptide amino acid sequence and an MHC pseudo amino acid sequence, predict their binding affinity value. This is MHC class I binding data. (1) The MHC is HLA-A02:02 with pseudo-sequence HLA-A02:02. The binding affinity (normalized) is 0.849. The peptide sequence is ILFPGILWI. (2) The peptide sequence is FSPEVIPMF. The MHC is HLA-B07:02 with pseudo-sequence HLA-B07:02. The binding affinity (normalized) is 0. (3) The peptide sequence is QAVPGAAQY. The MHC is HLA-A02:01 with pseudo-sequence HLA-A02:01. The binding affinity (normalized) is 0. (4) The peptide sequence is FRAAVRAHF. The MHC is HLA-A02:01 with pseudo-sequence HLA-A02:01. The binding affinity (normalized) is 0.0847. (5) The peptide sequence is FPFLYKFLL. The MHC is HLA-B18:01 with pseudo-sequence HLA-B18:01. The binding affinity (normalized) is 0.337.